From a dataset of Reaction yield outcomes from USPTO patents with 853,638 reactions. Predict the reaction yield, written as a fraction of the theoretical maximum amount of product (1.0 means a 100% yield; for example, 0.34 means a 34% yield). The catalyst is C1(OC)C=CC=CC=1.[Pd]. The reactants are [C:1]([CH:9]1[CH2:14][CH2:13][CH2:12][CH2:11][C:10]1=O)(=[O:8])[C:2]1[CH:7]=[CH:6][CH:5]=[N:4][CH:3]=1.[CH3:16][O:17][C:18](=[O:29])[C@H:19]([CH2:21][C:22]1[CH:27]=[CH:26][C:25]([OH:28])=[CH:24][CH:23]=1)[NH2:20].O.CO. The yield is 0.390. The product is [CH3:16][O:17][C:18](=[O:29])[CH:19]([NH:20][C:10]1[CH:11]=[CH:12][CH:13]=[CH:14][C:9]=1[C:1](=[O:8])[C:2]1[CH:7]=[CH:6][CH:5]=[N:4][CH:3]=1)[CH2:21][C:22]1[CH:27]=[CH:26][C:25]([OH:28])=[CH:24][CH:23]=1.